From a dataset of Full USPTO retrosynthesis dataset with 1.9M reactions from patents (1976-2016). Predict the reactants needed to synthesize the given product. (1) Given the product [NH2:54][C:55]1[N:60]=[CH:59][C:58]([C:37]2[N:36]=[C:35]3[C:40]([N:41]=[C:42]([C:43]([OH:46])([CH3:45])[CH3:44])[N:34]3[CH2:33][CH2:32][CH2:11][OH:14])=[C:39]([N:47]3[CH2:48][CH2:49][O:50][CH2:51][CH2:52]3)[N:38]=2)=[CH:57][N:56]=1, predict the reactants needed to synthesize it. The reactants are: ClC1N=C2C(N=C([C:11]([OH:14])(C)C)N2)=C(N2CCOCC2)N=1.C(OCCBr)(=O)C.C(O[CH2:32][CH2:33][N:34]1[C:42]([C:43]([OH:46])([CH3:45])[CH3:44])=[N:41][C:40]2[C:35]1=[N:36][C:37](Cl)=[N:38][C:39]=2[N:47]1[CH2:52][CH2:51][O:50][CH2:49][CH2:48]1)(=O)C.[NH2:54][C:55]1[N:60]=[CH:59][C:58](B(O)O)=[CH:57][N:56]=1. (2) Given the product [F:38][C:22]1[CH:23]=[C:24]([N:27]2[CH2:31][C@H:30]([CH2:32][NH:33][C:34](=[O:36])[CH3:35])[O:29][C:28]2=[O:37])[CH:25]=[CH:26][C:21]=1[C:18]1[CH:19]=[CH:20][C:15]([C:12]2[CH2:11][CH:10]([CH2:9][OH:8])[O:14][N:13]=2)=[CH:16][C:17]=1[F:39], predict the reactants needed to synthesize it. The reactants are: [Si]([O:8][CH2:9][CH:10]1[O:14][N:13]=[C:12]([C:15]2[CH:20]=[CH:19][C:18]([C:21]3[CH:26]=[CH:25][C:24]([N:27]4[CH2:31][C@H:30]([CH2:32][NH:33][C:34](=[O:36])[CH3:35])[O:29][C:28]4=[O:37])=[CH:23][C:22]=3[F:38])=[C:17]([F:39])[CH:16]=2)[CH2:11]1)(C(C)(C)C)(C)C.[F-].C([N+](CCCC)(CCCC)CCCC)CCC.O1CCCC1.O. (3) Given the product [OH:10][C:7]1[CH:8]=[CH:9][C:4]([CH2:3][CH2:2][NH:1][C:14](=[O:13])[O:16][C:17]([CH3:20])([CH3:19])[CH3:18])=[CH:5][CH:6]=1, predict the reactants needed to synthesize it. The reactants are: [NH2:1][CH2:2][CH2:3][C:4]1[CH:9]=[CH:8][C:7]([OH:10])=[CH:6][CH:5]=1.[OH-].[Na+].[O:13](C(OC(C)(C)C)=O)[C:14]([O:16][C:17]([CH3:20])([CH3:19])[CH3:18])=O.C([O-])(O)=O.[Na+]. (4) Given the product [F:10][C:9]([F:12])([F:11])[C:5]1[CH:4]=[C:3]([CH2:2][O:13][C:14]2[CH:23]=[C:22]3[C:17]([CH:18]=[C:19]([CH2:24][C:25]([O:27][CH2:28][CH3:29])=[O:26])[CH:20]=[N:21]3)=[CH:16][CH:15]=2)[CH:8]=[CH:7][N:6]=1, predict the reactants needed to synthesize it. The reactants are: Cl[CH2:2][C:3]1[CH:8]=[CH:7][N:6]=[C:5]([C:9]([F:12])([F:11])[F:10])[CH:4]=1.[OH:13][C:14]1[CH:23]=[C:22]2[C:17]([CH:18]=[C:19]([CH2:24][C:25]([O:27][CH2:28][CH3:29])=[O:26])[CH:20]=[N:21]2)=[CH:16][CH:15]=1.C([O-])([O-])=O.[Cs+].[Cs+]. (5) The reactants are: [C:1]([C:5]1[CH:9]=[C:8]([NH:10][C:11]([NH:13][C@@H:14]2[C:23]3[C:18](=[CH:19][CH:20]=[CH:21][CH:22]=3)[C@H:17]([O:24][C:25]3[CH:26]=[CH:27][C:28]4[N:29]([C:31]([N:34]5[C@H:39]([CH3:40])[CH2:38][CH2:37][CH2:36][C@@H:35]5[CH3:41])=[N:32][N:33]=4)[CH:30]=3)[CH2:16][CH2:15]2)=[O:12])[N:7]([C:42]2[CH:43]=[C:44]([CH:51]=[CH:52][CH:53]=2)[CH2:45][O:46]S(C)(=O)=O)[N:6]=1)([CH3:4])([CH3:3])[CH3:2].CCN(C(C)C)C(C)C.[NH:63]1[CH2:68][CH2:67][O:66][CH2:65][CH2:64]1. Given the product [CH:45]([OH:46])=[O:66].[C:1]([C:5]1[CH:9]=[C:8]([NH:10][C:11]([NH:13][C@@H:14]2[C:23]3[C:18](=[CH:19][CH:20]=[CH:21][CH:22]=3)[C@H:17]([O:24][C:25]3[CH:26]=[CH:27][C:28]4[N:29]([C:31]([N:34]5[C@H:35]([CH3:41])[CH2:36][CH2:37][CH2:38][C@@H:39]5[CH3:40])=[N:32][N:33]=4)[CH:30]=3)[CH2:16][CH2:15]2)=[O:12])[N:7]([C:42]2[CH:53]=[CH:52][CH:51]=[C:44]([CH2:45][N:63]3[CH2:68][CH2:67][O:66][CH2:65][CH2:64]3)[CH:43]=2)[N:6]=1)([CH3:4])([CH3:2])[CH3:3], predict the reactants needed to synthesize it. (6) The reactants are: [CH3:1][N:2]([N:4]=[N:5][C:6]1[CH:10]=[C:9]([C:11]2[CH:16]=[CH:15][CH:14]=[CH:13][CH:12]=2)[S:8][C:7]=1[C:17]([O:19]C)=[O:18])[CH3:3].[OH-].[Na+].Cl. Given the product [CH3:3][N:2]([N:4]=[N:5][C:6]1[CH:10]=[C:9]([C:11]2[CH:16]=[CH:15][CH:14]=[CH:13][CH:12]=2)[S:8][C:7]=1[C:17]([OH:19])=[O:18])[CH3:1], predict the reactants needed to synthesize it. (7) Given the product [CH3:1][C:2]1([CH3:7])[CH2:6][N:5]([C:13](=[S:14])[NH2:12])[N:4]=[CH:3]1, predict the reactants needed to synthesize it. The reactants are: [CH3:1][C:2]1([CH3:7])[CH2:6][N:5]=[N:4][CH2:3]1.C[Si]([N:12]=[C:13]=[S:14])(C)C. (8) Given the product [CH:1]1([N:6]2[C:14](=[N:22][C:21]3[CH:23]=[CH:24][C:25]([N+:27]([O-:29])=[O:28])=[CH:26][C:20]=3[CH3:19])[CH:13]3[CH2:16][CH:9]4[CH2:10][CH:11]([CH2:17][CH:7]2[CH2:8]4)[CH2:12]3)[CH2:5][CH2:4][CH2:3][CH2:2]1, predict the reactants needed to synthesize it. The reactants are: [CH:1]1([N:6]2[C:14](=O)[CH:13]3[CH2:16][CH:9]4[CH2:10][CH:11]([CH2:17][CH:7]2[CH2:8]4)[CH2:12]3)[CH2:5][CH2:4][CH2:3][CH2:2]1.[P].[CH3:19][C:20]1[CH:26]=[C:25]([N+:27]([O-:29])=[O:28])[CH:24]=[CH:23][C:21]=1[NH2:22]. (9) The reactants are: [Cl:1][C:2]1[CH:10]=[CH:9][C:5]([C:6]([OH:8])=O)=[CH:4][C:3]=1[NH:11][C:12]([C:14]1[C:15](=[O:26])[NH:16][C:17]2[C:22]([CH:23]=1)=[CH:21][N:20]=[C:19]([O:24][CH3:25])[CH:18]=2)=[O:13].[C:27]([O:31][C:32](=[O:43])[NH:33][CH2:34][CH:35]([NH2:42])[C:36]1[CH:41]=[CH:40][CH:39]=[CH:38][CH:37]=1)([CH3:30])([CH3:29])[CH3:28]. Given the product [C:27]([O:31][C:32](=[O:43])[NH:33][CH2:34][CH:35]([NH:42][C:6](=[O:8])[C:5]1[CH:9]=[CH:10][C:2]([Cl:1])=[C:3]([NH:11][C:12]([C:14]2[C:15](=[O:26])[NH:16][C:17]3[C:22]([CH:23]=2)=[CH:21][N:20]=[C:19]([O:24][CH3:25])[CH:18]=3)=[O:13])[CH:4]=1)[C:36]1[CH:37]=[CH:38][CH:39]=[CH:40][CH:41]=1)([CH3:30])([CH3:28])[CH3:29], predict the reactants needed to synthesize it. (10) Given the product [C:1]([O:5][C:6]([N:8]([CH2:13][C:14]1[CH:19]=[CH:18][C:17]([F:20])=[CH:16][CH:15]=1)[CH2:9][C:10]([N:23]([O:24][CH3:25])[CH3:22])=[O:12])=[O:7])([CH3:2])([CH3:3])[CH3:4], predict the reactants needed to synthesize it. The reactants are: [C:1]([O:5][C:6]([N:8]([CH2:13][C:14]1[CH:19]=[CH:18][C:17]([F:20])=[CH:16][CH:15]=1)[CH2:9][C:10]([OH:12])=O)=[O:7])([CH3:4])([CH3:3])[CH3:2].Cl.[CH3:22][NH:23][O:24][CH3:25].CN1CCOCC1.C1(N=C=NC2CCCCC2)CCCCC1.